Dataset: Reaction yield outcomes from USPTO patents with 853,638 reactions. Task: Predict the reaction yield, written as a fraction of the theoretical maximum amount of product (1.0 means a 100% yield; for example, 0.34 means a 34% yield). The reactants are [H-].[Na+].O[CH:4]1[CH:11]2[CH2:12][CH:7]3[CH2:8][CH:9]([CH2:13][CH:5]1[C:6]3=[O:14])[CH2:10]2.C(Br)C1C=CC=CC=1.O[C:24]12[CH2:33][CH:28]3[CH2:29][CH:30](CC(C3)[C:25]1=[O:34])[CH2:31]2. The catalyst is C1COCC1.[N+](CCCC)(CCCC)(CCCC)CCCC.[I-]. The product is [CH2:25]([O:34][C:11]12[CH2:12][CH:7]3[CH2:8][CH:9]([CH2:13][CH:5]([C:6]3=[O:14])[CH2:4]1)[CH2:10]2)[C:24]1[CH:33]=[CH:28][CH:29]=[CH:30][CH:31]=1. The yield is 0.770.